Dataset: Catalyst prediction with 721,799 reactions and 888 catalyst types from USPTO. Task: Predict which catalyst facilitates the given reaction. (1) Reactant: C(N(CC)CC)C.[NH:8]1[CH2:11][CH:10]([N:12]2[CH2:17][CH2:16][O:15][C@@H:14]([CH2:18][N:19]3[CH2:24][CH2:23][N:22]([C:25]([NH:27][C:28]4[CH:33]=[CH:32][C:31]([Cl:34])=[C:30]([Cl:35])[CH:29]=4)=[O:26])[CH2:21][CH2:20]3)[CH2:13]2)[CH2:9]1.[CH3:36][C:37](OC(C)=O)=[O:38]. Product: [C:37]([N:8]1[CH2:9][CH:10]([N:12]2[CH2:17][CH2:16][O:15][C@@H:14]([CH2:18][N:19]3[CH2:20][CH2:21][N:22]([C:25]([NH:27][C:28]4[CH:33]=[CH:32][C:31]([Cl:34])=[C:30]([Cl:35])[CH:29]=4)=[O:26])[CH2:23][CH2:24]3)[CH2:13]2)[CH2:11]1)(=[O:38])[CH3:36]. The catalyst class is: 2. (2) Reactant: [F:1][C:2]([F:12])([F:11])[O:3][C:4]1[CH:10]=[CH:9][C:7]([NH2:8])=[CH:6][CH:5]=1.[Cl:13][C:14]1[CH:22]=[C:21]([F:23])[C:20]([N+:24]([O-:26])=[O:25])=[CH:19][C:15]=1[C:16](Cl)=[O:17].OS([O-])(=O)=O.[K+]. Product: [F:1][C:2]([F:11])([F:12])[O:3][C:4]1[CH:10]=[CH:9][C:7]([NH:8][C:16](=[O:17])[C:15]2[CH:19]=[C:20]([N+:24]([O-:26])=[O:25])[C:21]([F:23])=[CH:22][C:14]=2[Cl:13])=[CH:6][CH:5]=1. The catalyst class is: 1.